From a dataset of Full USPTO retrosynthesis dataset with 1.9M reactions from patents (1976-2016). Predict the reactants needed to synthesize the given product. Given the product [CH3:11][O:9][C:8]([CH:4]1[CH2:3][CH:2]([OH:1])[CH2:6][N:5]1[CH3:7])=[O:10], predict the reactants needed to synthesize it. The reactants are: [OH:1][CH:2]1[CH2:6][N:5]([CH3:7])[CH:4]([C:8]([OH:10])=[O:9])[CH2:3]1.[CH3:11][Si](C=[N+]=[N-])(C)C.